From a dataset of Full USPTO retrosynthesis dataset with 1.9M reactions from patents (1976-2016). Predict the reactants needed to synthesize the given product. (1) Given the product [Cl:6][C:7]1[CH:8]=[C:9]2[C:13](=[C:14]([CH3:16])[CH:15]=1)[NH:12][CH:11]=[C:10]2[CH:20]=[O:21], predict the reactants needed to synthesize it. The reactants are: P(Cl)(Cl)(Cl)=O.[Cl:6][C:7]1[CH:8]=[C:9]2[C:13](=[C:14]([CH3:16])[CH:15]=1)[NH:12][CH:11]=[CH:10]2.CN([CH:20]=[O:21])C. (2) Given the product [ClH:31].[C:27]([Si:14]([C:15]1[CH:20]=[CH:19][CH:18]=[CH:17][CH:16]=1)([C:21]1[CH:22]=[CH:23][CH:24]=[CH:25][CH:26]=1)[O:13][C@@H:10]1[CH2:11][CH2:12][NH:8][CH2:9]1)([CH3:30])([CH3:28])[CH3:29], predict the reactants needed to synthesize it. The reactants are: C([N:8]1[CH2:12][CH2:11][C@@H:10]([O:13][Si:14]([C:27]([CH3:30])([CH3:29])[CH3:28])([C:21]2[CH:26]=[CH:25][CH:24]=[CH:23][CH:22]=2)[C:15]2[CH:20]=[CH:19][CH:18]=[CH:17][CH:16]=2)[CH2:9]1)C1C=CC=CC=1.[ClH:31].[H][H]. (3) Given the product [Cl:13][C:14]1[N:19]=[C:18]2[N:20]([CH2:35][C:34]3[CH:37]=[CH:38][C:39]([O:41][CH3:42])=[CH:40][C:33]=3[O:32][CH3:31])[N:21]=[C:22]([S:23]([CH3:26])(=[O:24])=[O:25])[C:17]2=[C:16]([NH:27][CH:28]2[CH2:29][CH2:30]2)[N:15]=1, predict the reactants needed to synthesize it. The reactants are: N(C(OCC)=O)=NC(OCC)=O.[Cl:13][C:14]1[N:19]=[C:18]2[NH:20][N:21]=[C:22]([S:23]([CH3:26])(=[O:25])=[O:24])[C:17]2=[C:16]([NH:27][CH:28]2[CH2:30][CH2:29]2)[N:15]=1.[CH3:31][O:32][C:33]1[CH:40]=[C:39]([O:41][CH3:42])[CH:38]=[CH:37][C:34]=1[CH2:35]O.C1(P(C2C=CC=CC=2)C2C=CC=CC=2)C=CC=CC=1. (4) Given the product [CH2:38]([O:24][C:23]([C:6]1[C:7](=[O:22])[N:8]2[C:13]([C:12]([CH3:14])=[C:11]([N:15]3[CH2:19][CH2:18][C@H:17]([O:20][N:27]4[C:31](=[O:32])[C:30]5[C:29](=[CH:36][CH:35]=[CH:34][CH:33]=5)[C:28]4=[O:37])[CH2:16]3)[C:10]([F:21])=[CH:9]2)=[C:4]([CH:1]2[CH2:2][CH2:3]2)[CH:5]=1)=[O:25])[CH3:39], predict the reactants needed to synthesize it. The reactants are: [CH:1]1([C:4]2[CH:5]=[C:6]([C:23]([OH:25])=[O:24])[C:7](=[O:22])[N:8]3[C:13]=2[C:12]([CH3:14])=[C:11]([N:15]2[CH2:19][CH2:18][C@@H:17]([OH:20])[CH2:16]2)[C:10]([F:21])=[CH:9]3)[CH2:3][CH2:2]1.O[N:27]1[C:31](=[O:32])[C:30]2=[CH:33][CH:34]=[CH:35][CH:36]=[C:29]2[C:28]1=[O:37].[C:38]1(P(C2C=CC=CC=2)C2C=CC=CC=2)C=CC=C[CH:39]=1.[N+](C(OC(C)C)=O)(C(OC(C)C)=O)=[N-]. (5) Given the product [N+:12]([C:3]1[CH:4]=[N:5][C:6]2[C:11]([C:2]=1[NH:27][CH2:26][C:23]1[CH:22]=[C:21]([C:15]3[CH:16]=[CH:17][CH:18]=[CH:19][CH:20]=3)[O:25][N:24]=1)=[CH:10][CH:9]=[CH:8][CH:7]=2)([O-:14])=[O:13], predict the reactants needed to synthesize it. The reactants are: Cl[C:2]1[C:11]2[C:6](=[CH:7][CH:8]=[CH:9][CH:10]=2)[N:5]=[CH:4][C:3]=1[N+:12]([O-:14])=[O:13].[C:15]1([C:21]2[O:25][N:24]=[C:23]([CH2:26][NH2:27])[CH:22]=2)[CH:20]=[CH:19][CH:18]=[CH:17][CH:16]=1.C(N(CC)CC)C. (6) Given the product [F:32][C:33]1[C:38]2[C:39]([O:42][CH2:1][CH:21]3[CH2:20][CH2:19][CH2:24][CH2:23][N:22]3[C:25]([O:27][C:28]([CH3:29])([CH3:30])[CH3:31])=[O:26])=[N:40][O:41][C:37]=2[CH:36]=[CH:35][CH:34]=1, predict the reactants needed to synthesize it. The reactants are: [CH3:1]C(N(C)C)=O.S(OC[CH:19]1[CH2:24][CH2:23][N:22]([C:25]([O:27][C:28]([CH3:31])([CH3:30])[CH3:29])=[O:26])[CH2:21][CH2:20]1)(C1C=CC(C)=CC=1)(=O)=O.[F:32][C:33]1[C:38]2[C:39]([OH:42])=[N:40][O:41][C:37]=2[CH:36]=[CH:35][CH:34]=1.C(=O)([O-])[O-].[K+].[K+].